This data is from Catalyst prediction with 721,799 reactions and 888 catalyst types from USPTO. The task is: Predict which catalyst facilitates the given reaction. (1) Reactant: [C:1]1([C:14](O)=[O:15])[C:13]2[CH2:12][C:11]3[C:6](=[CH:7][CH:8]=[CH:9][CH:10]=3)[C:5]=2[CH:4]=[CH:3][CH:2]=1.[N:17]1[CH:22]=[CH:21][C:20]([CH2:23][C:24]2[CH:25]=[C:26]([CH:28]=[CH:29][CH:30]=2)[NH2:27])=[CH:19][CH:18]=1.Cl.C(N=C=NCCCN(C)C)C. Product: [N:17]1[CH:22]=[CH:21][C:20]([CH2:23][C:24]2[CH:25]=[C:26]([NH:27][C:14]([C:1]3[C:13]4[CH2:12][C:11]5[C:6](=[CH:7][CH:8]=[CH:9][CH:10]=5)[C:5]=4[CH:4]=[CH:3][CH:2]=3)=[O:15])[CH:28]=[CH:29][CH:30]=2)=[CH:19][CH:18]=1. The catalyst class is: 112. (2) Reactant: [OH:1][C:2]1[C:12]2[CH2:11][CH2:10][N:9]([C:13](=[O:18])[C:14]([F:17])([F:16])[F:15])[CH2:8][CH2:7][C:6]=2[CH:5]=[CH:4][CH:3]=1.C(NC(C)C)(C)C.[I:26]N1C(=O)CCC1=O. Product: [OH:1][C:2]1[C:12]2[CH2:11][CH2:10][N:9]([C:13](=[O:18])[C:14]([F:17])([F:15])[F:16])[CH2:8][CH2:7][C:6]=2[CH:5]=[CH:4][C:3]=1[I:26]. The catalyst class is: 2. (3) Product: [CH2:21]([O:10][C:11]1[CH:19]=[C:18]([I:20])[CH:17]=[CH:16][C:12]=1[C:13]([O:15][CH2:8][CH3:9])=[O:14])[CH3:22]. The catalyst class is: 131. Reactant: C(=O)([O-])[O-].[K+].[K+].I[CH2:8][CH3:9].[OH:10][C:11]1[CH:19]=[C:18]([I:20])[CH:17]=[CH:16][C:12]=1[C:13]([OH:15])=[O:14].[CH2:21](OCC)[CH3:22]. (4) Product: [CH3:1][C:2]1[CH:3]=[C:4]([O:15][C:16]2[C:25]3[C:20](=[CH:21][C:22]([O:28][CH2:36][CH2:37][OH:38])=[C:23]([O:26][CH3:27])[CH:24]=3)[N:19]=[CH:18][CH:17]=2)[C:5]([C:9]2[CH:14]=[CH:13][CH:12]=[CH:11][N:10]=2)=[N:6][C:7]=1[CH3:8]. The catalyst class is: 9. Reactant: [CH3:1][C:2]1[CH:3]=[C:4]([O:15][C:16]2[C:25]3[C:20](=[CH:21][C:22]([OH:28])=[C:23]([O:26][CH3:27])[CH:24]=3)[N:19]=[CH:18][CH:17]=2)[C:5]([C:9]2[CH:14]=[CH:13][CH:12]=[CH:11][N:10]=2)=[N:6][C:7]=1[CH3:8].C(=O)([O-])[O-].[K+].[K+].Br[CH2:36][CH2:37][OH:38]. (5) Reactant: [OH:1][C:2]1[CH:9]=[CH:8][C:5]([CH:6]=[O:7])=[CH:4][CH:3]=1.Br[CH2:11][CH2:12][CH2:13][CH2:14][CH2:15][CH2:16][CH2:17][CH2:18][CH2:19][CH2:20]Br.[OH-:22].[K+]. Product: [CH:6]([C:5]1[CH:8]=[CH:9][C:2]([O:1][CH2:11][CH2:12][CH2:13][CH2:14][CH2:15][CH2:16][CH2:17][CH2:18][CH2:19][CH2:20][O:22][C:2]2[CH:9]=[CH:8][C:5]([CH:6]=[O:7])=[CH:4][CH:3]=2)=[CH:3][CH:4]=1)=[O:7]. The catalyst class is: 3. (6) Reactant: [F:1][C:2]1[CH:17]=[C:16]([F:18])[CH:15]=[CH:14][C:3]=1[O:4][C:5]1[CH:10]=[CH:9][C:8]([N+:11]([O-])=O)=[CH:7][CH:6]=1. Product: [F:1][C:2]1[CH:17]=[C:16]([F:18])[CH:15]=[CH:14][C:3]=1[O:4][C:5]1[CH:6]=[CH:7][C:8]([NH2:11])=[CH:9][CH:10]=1. The catalyst class is: 19. (7) Reactant: [NH2:1][C:2]1[N:7]=[C:6]2[S:8][CH:9]=[CH:10][C:5]2=[CH:4][C:3]=1[C:11]#N.[OH-:13].[Na+].[OH2:15]. Product: [NH2:1][C:2]1[N:7]=[C:6]2[S:8][CH:9]=[CH:10][C:5]2=[CH:4][C:3]=1[C:11]([OH:15])=[O:13]. The catalyst class is: 65.